Dataset: TCR-epitope binding with 47,182 pairs between 192 epitopes and 23,139 TCRs. Task: Binary Classification. Given a T-cell receptor sequence (or CDR3 region) and an epitope sequence, predict whether binding occurs between them. (1) The epitope is GTSGSPIINR. The TCR CDR3 sequence is CASSLFPSYEQYF. Result: 0 (the TCR does not bind to the epitope). (2) The epitope is FLYALALLL. The TCR CDR3 sequence is CASMRGDNEQFF. Result: 0 (the TCR does not bind to the epitope).